This data is from Forward reaction prediction with 1.9M reactions from USPTO patents (1976-2016). The task is: Predict the product of the given reaction. Given the reactants [C:1]([O:5][C:6](=[O:30])[N:7]([CH2:13][C:14]1[CH:19]=[CH:18][C:17]([C:20]2[CH:25]=[CH:24][C:23]([C:26]#[N:27])=[CH:22][C:21]=2[CH3:28])=[CH:16][C:15]=1[Cl:29])[CH2:8][CH2:9][CH:10]([CH3:12])[CH3:11])([CH3:4])([CH3:3])[CH3:2].C(=O)([O-])[O-:32].[K+].[K+].OO.CCCCCCC, predict the reaction product. The product is: [C:1]([O:5][C:6](=[O:30])[N:7]([CH2:13][C:14]1[CH:19]=[CH:18][C:17]([C:20]2[CH:25]=[CH:24][C:23]([C:26](=[O:32])[NH2:27])=[CH:22][C:21]=2[CH3:28])=[CH:16][C:15]=1[Cl:29])[CH2:8][CH2:9][CH:10]([CH3:12])[CH3:11])([CH3:2])([CH3:3])[CH3:4].